This data is from CYP2D6 inhibition data for predicting drug metabolism from PubChem BioAssay. The task is: Regression/Classification. Given a drug SMILES string, predict its absorption, distribution, metabolism, or excretion properties. Task type varies by dataset: regression for continuous measurements (e.g., permeability, clearance, half-life) or binary classification for categorical outcomes (e.g., BBB penetration, CYP inhibition). Dataset: cyp2d6_veith. (1) The drug is CON(C)C(=O)c1nnc2c(n1)[nH]c1ccccc12. The result is 0 (non-inhibitor). (2) The compound is CN(C)c1ncc2nc(-c3ccccc3)c(=O)n(CCc3ccccc3)c2n1. The result is 0 (non-inhibitor). (3) The compound is CCCC.CCCCCCCC.CCCCCCCCCCCCCCC/C=C\[C@H](O)[C@@H](NC(=O)CCCCCCCCCCCCC)OC. The result is 0 (non-inhibitor). (4) The compound is c1cncc(-c2cncnc2-n2ccnc2)c1. The result is 0 (non-inhibitor). (5) The drug is O=C(O)c1nc(-c2ccccc2)[nH]c1C(=O)O. The result is 0 (non-inhibitor). (6) The molecule is NC1CCCCC1.NP(=O)(O)N(CCCl)CCCl. The result is 0 (non-inhibitor). (7) The molecule is CN(C)CC(CN(C)C)c1ccccn1. The result is 0 (non-inhibitor). (8) The molecule is CC(=O)N1CCC2(CCCN(Cc3ccccc3)C2)CC1. The result is 1 (inhibitor).